Dataset: Forward reaction prediction with 1.9M reactions from USPTO patents (1976-2016). Task: Predict the product of the given reaction. (1) Given the reactants C([O:5][C:6](=[O:43])[CH2:7][O:8]/[N:9]=[C:10](/[C:30]1[N:31]=[C:32]([NH:35]C(OC(C)(C)C)=O)[S:33][CH:34]=1)\[C:11]([NH:13][C@H:14]1[C@@H:17]([CH2:18][N:19]2[CH2:23][CH2:22][O:21][C:20]2=[O:24])[N:16]([S:25]([OH:28])(=[O:27])=[O:26])[C:15]1=[O:29])=[O:12])(C)(C)C.C(O)(C(F)(F)F)=O, predict the reaction product. The product is: [NH2:35][C:32]1[S:33][CH:34]=[C:30](/[C:10](=[N:9]/[O:8][CH2:7][C:6]([OH:43])=[O:5])/[C:11](=[O:12])[NH:13][C@H:14]2[C@@H:17]([CH2:18][N:19]3[CH2:23][CH2:22][O:21][C:20]3=[O:24])[N:16]([S:25]([OH:28])(=[O:26])=[O:27])[C:15]2=[O:29])[N:31]=1. (2) Given the reactants [CH3:1][O:2][C:3](=[O:15])[C:4]1[CH:13]=[CH:12][C:11]([CH3:14])=[C:6]([C:7]([O:9][CH3:10])=[O:8])[CH:5]=1.[Br:16]N1C(=O)CCC1=O.N(C1(C#N)CCCCC1)=NC1(C#N)CCCCC1, predict the reaction product. The product is: [CH3:1][O:2][C:3](=[O:15])[C:4]1[CH:13]=[CH:12][C:11]([CH2:14][Br:16])=[C:6]([C:7]([O:9][CH3:10])=[O:8])[CH:5]=1. (3) Given the reactants [C:1]([C:5]1[O:9][N:8]=[C:7]([NH:10][C:11]([NH:13][C:14]2[CH:19]=[CH:18][CH:17]=[C:16]([SH:20])[CH:15]=2)=[O:12])[CH:6]=1)([CH3:4])([CH3:3])[CH3:2].Cl[C:22]1[C:31]2[C:26](=[CH:27][C:28]([O:39][CH3:40])=[CH:29][C:30]=2[O:32][CH:33]2[CH2:38][CH2:37][O:36][CH2:35][CH2:34]2)[N:25]=[CH:24][N:23]=1.C([O-])([O-])=O.[Cs+].[Cs+], predict the reaction product. The product is: [C:1]([C:5]1[O:9][N:8]=[C:7]([NH:10][C:11]([NH:13][C:14]2[CH:19]=[CH:18][CH:17]=[C:16]([S:20][C:22]3[C:31]4[C:26](=[CH:27][C:28]([O:39][CH3:40])=[CH:29][C:30]=4[O:32][CH:33]4[CH2:34][CH2:35][O:36][CH2:37][CH2:38]4)[N:25]=[CH:24][N:23]=3)[CH:15]=2)=[O:12])[CH:6]=1)([CH3:4])([CH3:2])[CH3:3]. (4) Given the reactants [CH3:1][C:2]1[CH:7]=[CH:6][N:5]=[CH:4][C:3]=1[NH:8][C:9](=[O:15])[O:10][C:11]([CH3:14])([CH3:13])[CH3:12], predict the reaction product. The product is: [CH3:1][C@H:2]1[CH2:7][CH2:6][NH:5][CH2:4][C@H:3]1[NH:8][C:9](=[O:15])[O:10][C:11]([CH3:14])([CH3:13])[CH3:12]. (5) Given the reactants O[C:2]1[CH:7]=[C:6]([F:8])[CH:5]=[CH:4][C:3]=1[C:9](=[O:11])C, predict the reaction product. The product is: [F:8][C:6]1[CH:7]=[CH:2][C:3]([CH:9]=[O:11])=[CH:4][CH:5]=1.